Dataset: Reaction yield outcomes from USPTO patents with 853,638 reactions. Task: Predict the reaction yield, written as a fraction of the theoretical maximum amount of product (1.0 means a 100% yield; for example, 0.34 means a 34% yield). (1) The reactants are [CH3:1][O:2][C:3](=[O:24])/[CH:4]=[CH:5]/[CH:6]=[CH:7]/[CH2:8][CH:9]([C:17]([O:19]C(C)(C)C)=[O:18])[C:10]([O:12]C(C)(C)C)=[O:11].C(O)(C(F)(F)F)=O. The yield is 0.830. The product is [CH3:1][O:2][C:3](=[O:24])/[CH:4]=[CH:5]/[CH:6]=[CH:7]/[CH2:8][CH:9]([C:10]([OH:12])=[O:11])[C:17]([OH:19])=[O:18]. The catalyst is C(Cl)Cl. (2) The reactants are [CH2:1]([NH:8][S:9]([C:12]1[CH:21]=[CH:20][CH:19]=[CH:18][C:13]=1[C:14](OC)=[O:15])(=[O:11])=[O:10])[C:2]1[CH:7]=[CH:6][CH:5]=[CH:4][CH:3]=1.[NH2:22][OH:23].[OH-].[K+]. The catalyst is C1COCC1.CO.CCOCC. The product is [CH2:1]([NH:8][S:9]([C:12]1[CH:21]=[CH:20][CH:19]=[CH:18][C:13]=1[C:14]([NH:22][OH:23])=[O:15])(=[O:11])=[O:10])[C:2]1[CH:7]=[CH:6][CH:5]=[CH:4][CH:3]=1. The yield is 0.370. (3) The reactants are [NH2:1][C:2]1[CH:3]=[CH:4][C:5]([O:8][C:9](=[O:18])[N:10]([CH3:17])[C:11]2[CH:16]=[CH:15][CH:14]=[CH:13][CH:12]=2)=[N:6][CH:7]=1.[N+:19]([C:22]1[CH:30]=[CH:29][C:25]([C:26](Cl)=[O:27])=[CH:24][CH:23]=1)([O-:21])=[O:20].C(N(CC)CC)C. The catalyst is ClCCl. The product is [N+:19]([C:22]1[CH:23]=[CH:24][C:25]([C:26]([NH:1][C:2]2[CH:3]=[CH:4][C:5]([O:8][C:9](=[O:18])[N:10]([CH3:17])[C:11]3[CH:16]=[CH:15][CH:14]=[CH:13][CH:12]=3)=[N:6][CH:7]=2)=[O:27])=[CH:29][CH:30]=1)([O-:21])=[O:20]. The yield is 0.960.